This data is from Reaction yield outcomes from USPTO patents with 853,638 reactions. The task is: Predict the reaction yield, written as a fraction of the theoretical maximum amount of product (1.0 means a 100% yield; for example, 0.34 means a 34% yield). (1) The reactants are [CH3:1][O:2][C:3](=[O:19])[CH:4]([C:12]1[CH:17]=[CH:16][C:15](Br)=[CH:14][CH:13]=1)[C:5]1[CH:10]=[CH:9][CH:8]=[CH:7][C:6]=1[F:11].[B:20]1([B:20]2[O:24][C:23]([CH3:26])([CH3:25])[C:22]([CH3:28])([CH3:27])[O:21]2)[O:24][C:23]([CH3:26])([CH3:25])[C:22]([CH3:28])([CH3:27])[O:21]1.[F-].[Cs+].O. The catalyst is COCCOC.CO.C1C=CC([P]([Pd]([P](C2C=CC=CC=2)(C2C=CC=CC=2)C2C=CC=CC=2)([P](C2C=CC=CC=2)(C2C=CC=CC=2)C2C=CC=CC=2)[P](C2C=CC=CC=2)(C2C=CC=CC=2)C2C=CC=CC=2)(C2C=CC=CC=2)C2C=CC=CC=2)=CC=1. The product is [CH3:1][O:2][C:3](=[O:19])[CH:4]([C:5]1[CH:10]=[CH:9][CH:8]=[CH:7][C:6]=1[F:11])[C:12]1[CH:17]=[CH:16][C:15]([B:20]2[O:24][C:23]([CH3:26])([CH3:25])[C:22]([CH3:28])([CH3:27])[O:21]2)=[CH:14][CH:13]=1. The yield is 0.800. (2) The reactants are [F:1][C:2]([F:15])([F:14])[S:3](O[S:3]([C:2]([F:15])([F:14])[F:1])(=[O:5])=[O:4])(=[O:5])=[O:4].[CH3:16][C:17]([O:20][C:21]([N:23]1[CH:31]=[N:30][C:29]2[C:24]1=[N:25][CH:26]=[N:27][C:28]=2[N:32]1[CH2:37][CH2:36][C:35]2([C:41]3=[N:42][C:43]4[C:48]([O:49]CC5C=CC=CC=5)=[CH:47][CH:46]=[CH:45][C:44]=4[N:40]3[C:39](=[O:57])[N:38]2[C:58]([O-:60])=[O:59])[CH2:34][CH2:33]1)=[O:22])([CH3:19])[CH3:18].C(N([CH:67]([CH3:69])[CH3:68])C(C)C)C.[CH2:70](Cl)Cl. No catalyst specified. The product is [CH3:16][C:17]([O:20][C:21]([N:23]1[CH:31]=[N:30][C:29]2[C:24]1=[N:25][CH:26]=[N:27][C:28]=2[N:32]1[CH2:37][CH2:36][C:35]2([C:41]3=[N:42][C:43]4[C:48]([O:49][S:3]([C:2]([F:15])([F:14])[F:1])(=[O:5])=[O:4])=[CH:47][CH:46]=[CH:45][C:44]=4[N:40]3[C:39](=[O:57])[N:38]2[C:58]([O:60][C:67]([CH3:69])([CH3:70])[CH3:68])=[O:59])[CH2:34][CH2:33]1)=[O:22])([CH3:19])[CH3:18]. The yield is 0.503. (3) The reactants are [C:1]([O:4][C:5]1[C:10]([CH:11]([CH3:13])[CH3:12])=[CH:9][C:8]([OH:14])=[C:7]([CH:15](O)[CH:16]([CH2:19][CH3:20])[CH2:17][CH3:18])[C:6]=1[CH:22]([CH3:24])[CH3:23])(=[O:3])[CH3:2].O.C1(C)C=CC(S(O)(=O)=O)=CC=1.[OH-].[Na+]. The catalyst is C1(C)C=CC=CC=1. The product is [C:1]([O:4][C:5]1[C:10]([CH:11]([CH3:13])[CH3:12])=[CH:9][C:8]2[O:14][C:16]([CH2:19][CH3:20])([CH2:17][CH3:18])[CH2:15][C:7]=2[C:6]=1[CH:22]([CH3:24])[CH3:23])(=[O:3])[CH3:2]. The yield is 0.900. (4) The reactants are Cl[C:2]1[N:7]=[C:6]([C:8]2[C:9]([C:17]3[CH:18]=[C:19]([NH:23][C:24](=[O:29])[C:25]([F:28])([F:27])[F:26])[CH:20]=[CH:21][CH:22]=3)=[N:10][N:11]3[CH:16]=[CH:15][CH:14]=[CH:13][C:12]=23)[CH:5]=[CH:4][N:3]=1.[Cl:30][CH2:31][CH2:32][O:33][C:34]1[CH:35]=[C:36]([CH:38]=[CH:39][CH:40]=1)[NH2:37]. The catalyst is CC(O)C.Cl. The product is [Cl:30][CH2:31][CH2:32][O:33][C:34]1[CH:35]=[C:36]([NH:37][C:2]2[N:7]=[C:6]([C:8]3[C:9]([C:17]4[CH:18]=[C:19]([NH:23][C:24](=[O:29])[C:25]([F:26])([F:27])[F:28])[CH:20]=[CH:21][CH:22]=4)=[N:10][N:11]4[CH:16]=[CH:15][CH:14]=[CH:13][C:12]=34)[CH:5]=[CH:4][N:3]=2)[CH:38]=[CH:39][CH:40]=1. The yield is 0.740. (5) The reactants are [CH3:1][C:2]1[O:6][N:5]=[C:4]([C:7]2[CH:12]=[CH:11][CH:10]=[CH:9][CH:8]=2)[C:3]=1[CH2:13][O:14][C:15]1[CH:20]=[CH:19][C:18]([N+:21]([O-])=O)=[CH:17][N:16]=1.[Cl-].[NH4+]. The catalyst is CO.[Zn]. The product is [CH3:1][C:2]1[O:6][N:5]=[C:4]([C:7]2[CH:12]=[CH:11][CH:10]=[CH:9][CH:8]=2)[C:3]=1[CH2:13][O:14][C:15]1[N:16]=[CH:17][C:18]([NH2:21])=[CH:19][CH:20]=1. The yield is 0.850. (6) The reactants are [F:1][C:2]1[C:7]([F:8])=[C:6]([N:9]2[CH2:14][CH2:13][O:12][CH2:11][CH2:10]2)[CH:5]=[CH:4][C:3]=1[N:15]1[CH:20]=[C:19]([O:21][CH3:22])[C:18](=[O:23])[C:17]([C:24](N(OC)C)=[O:25])=[N:16]1.[CH3:30][Mg+].[Br-]. The catalyst is C1COCC1. The product is [C:24]([C:17]1[C:18](=[O:23])[C:19]([O:21][CH3:22])=[CH:20][N:15]([C:3]2[CH:4]=[CH:5][C:6]([N:9]3[CH2:14][CH2:13][O:12][CH2:11][CH2:10]3)=[C:7]([F:8])[C:2]=2[F:1])[N:16]=1)(=[O:25])[CH3:30]. The yield is 0.920. (7) The product is [Cl:16][C:17]1[CH:22]=[C:21]([CH3:23])[CH:20]=[CH:19][C:18]=1[O:24][C:2]1[C:11]2[C:6](=[CH:7][C:8]([O:14][CH3:15])=[C:9]([O:12][CH3:13])[CH:10]=2)[N:5]=[CH:4][CH:3]=1. The yield is 0.700. The catalyst is CN(C)C1C=CN=CC=1.ClC1C=CC=CC=1Cl. The reactants are Cl[C:2]1[C:11]2[C:6](=[CH:7][C:8]([O:14][CH3:15])=[C:9]([O:12][CH3:13])[CH:10]=2)[N:5]=[CH:4][CH:3]=1.[Cl:16][C:17]1[CH:22]=[C:21]([CH3:23])[CH:20]=[CH:19][C:18]=1[OH:24].O. (8) The reactants are [OH:1][C@H:2]1[CH2:7][CH2:6][C@H:5]([N:8]2[C:13](=[O:14])[C:12]([CH2:15][C:16]3[CH:21]=[CH:20][C:19]([C:22]4[C:23]([C:28]#[N:29])=[CH:24][CH:25]=[CH:26][CH:27]=4)=[CH:18][CH:17]=3)=[C:11]([CH2:30][CH2:31][CH3:32])[N:10]3[N:33]=[C:34]([CH3:36])[N:35]=[C:9]23)[CH2:4][CH2:3]1.[N+](=[CH:39][C:40]([O:42][CH2:43][CH3:44])=[O:41])=[N-].O. The catalyst is C1(C)C=CC=CC=1.C([O-])(=O)C.[Rh+2].C([O-])(=O)C. The product is [C:28]([C:23]1[CH:24]=[CH:25][CH:26]=[CH:27][C:22]=1[C:19]1[CH:20]=[CH:21][C:16]([CH2:15][C:12]2[C:13](=[O:14])[N:8]([C@H:5]3[CH2:6][CH2:7][C@H:2]([O:1][CH2:39][C:40]([O:42][CH2:43][CH3:44])=[O:41])[CH2:3][CH2:4]3)[C:9]3[N:10]([N:33]=[C:34]([CH3:36])[N:35]=3)[C:11]=2[CH2:30][CH2:31][CH3:32])=[CH:17][CH:18]=1)#[N:29]. The yield is 0.560.